From a dataset of Catalyst prediction with 721,799 reactions and 888 catalyst types from USPTO. Predict which catalyst facilitates the given reaction. (1) Reactant: [CH2:1]([O:8][CH:9]1[NH:14][CH:13]=[C:12]([C:15]2[CH:38]=[CH:37][C:18]3[N:19]([C:22]4[CH:23]=[C:24](N)[CH:25]=[C:26]([C:28]5[CH:33]=[CH:32][C:31]([F:34])=[CH:30][C:29]=5[F:35])[CH:27]=4)[CH:20]=[N:21][C:17]=3[CH:16]=2)[CH:11]=[CH:10]1)[C:2]1[CH:7]=[CH:6][CH:5]=[CH:4][CH:3]=1.[CH:39]1([NH:42][S:43]([N:46]2CCOC2=O)(=[O:45])=[O:44])[CH2:41][CH2:40]1. Product: [CH2:1]([O:8][C:9]1[N:14]=[CH:13][C:12]([C:15]2[CH:38]=[CH:37][C:18]3[N:19]([C:22]4[CH:23]=[C:24]([CH:40]5[CH:39]([NH:42][S:43](=[O:44])(=[O:45])[NH2:46])[CH2:41]5)[CH:25]=[C:26]([C:28]5[CH:33]=[CH:32][C:31]([F:34])=[CH:30][C:29]=5[F:35])[CH:27]=4)[CH:20]=[N:21][C:17]=3[CH:16]=2)=[CH:11][CH:10]=1)[C:2]1[CH:3]=[CH:4][CH:5]=[CH:6][CH:7]=1. The catalyst class is: 17. (2) Reactant: [CH3:1][O:2][C:3]1[CH:4]=[C:5]([C:11]2[C:22](=[O:23])[NH:21][C:14]3[N:15]=[C:16]([S:19][CH3:20])[N:17]=[CH:18][C:13]=3[CH:12]=2)[CH:6]=[C:7]([O:9][CH3:10])[CH:8]=1.C([O-])([O-])=O.[K+].[K+].CS(O[CH2:35][CH2:36][C:37]1[CH:42]=[CH:41][N:40]=[C:39]([NH:43][C:44]([O:46][C:47]([CH3:50])([CH3:49])[CH3:48])=[O:45])[CH:38]=1)(=O)=O.O. Product: [C:47]([O:46][C:44](=[O:45])[NH:43][C:39]1[CH:38]=[C:37]([CH2:36][CH2:35][N:21]2[C:14]3[N:15]=[C:16]([S:19][CH3:20])[N:17]=[CH:18][C:13]=3[CH:12]=[C:11]([C:5]3[CH:6]=[C:7]([O:9][CH3:10])[CH:8]=[C:3]([O:2][CH3:1])[CH:4]=3)[C:22]2=[O:23])[CH:42]=[CH:41][N:40]=1)([CH3:50])([CH3:49])[CH3:48]. The catalyst class is: 3. (3) Reactant: [NH2:1][C:2]1[CH:3]=[C:4]([OH:10])[CH:5]=[C:6]([CH3:9])[C:7]=1[NH2:8].[C:11](OC)(OC)(OC)[O:12][CH3:13].[OH-].[Na+]. Product: [CH3:11][O:12][C:13]1[NH:1][C:2]2[CH:3]=[C:4]([OH:10])[CH:5]=[C:6]([CH3:9])[C:7]=2[N:8]=1. The catalyst class is: 15.